Dataset: CYP1A2 inhibition data for predicting drug metabolism from PubChem BioAssay. Task: Regression/Classification. Given a drug SMILES string, predict its absorption, distribution, metabolism, or excretion properties. Task type varies by dataset: regression for continuous measurements (e.g., permeability, clearance, half-life) or binary classification for categorical outcomes (e.g., BBB penetration, CYP inhibition). Dataset: cyp1a2_veith. (1) The drug is c1csc(CNc2ncnc3ccc(-c4ccoc4)cc23)c1. The result is 1 (inhibitor). (2) The drug is COc1ccccc1CCn1c(=O)c(-c2cn(C)c3ccccc23)nc2cncnc21. The result is 1 (inhibitor). (3) The molecule is CN(C)Cc1ccccc1-c1cc(NCc2ccccc2)ncn1. The result is 0 (non-inhibitor). (4) The molecule is O=C(Nc1ccccc1C(=O)NCC1CCCO1)c1ccc(Cl)cc1Cl. The result is 1 (inhibitor). (5) The compound is COc1cc(CC(=O)O)c(C(C)=O)cc1OC. The result is 0 (non-inhibitor). (6) The drug is N#CCCn1nnc2ccccc21. The result is 0 (non-inhibitor).